From a dataset of Full USPTO retrosynthesis dataset with 1.9M reactions from patents (1976-2016). Predict the reactants needed to synthesize the given product. (1) Given the product [C:19]([CH2:16][CH:17]=[CH:18][C:2]1[CH:3]=[CH:4][C:5]2[N:6]([C:8]([C:11]([O:13][CH2:14][CH3:15])=[O:12])=[CH:9][N:10]=2)[CH:7]=1)#[N:20], predict the reactants needed to synthesize it. The reactants are: Br[C:2]1[CH:3]=[CH:4][C:5]2[N:6]([C:8]([C:11]([O:13][CH2:14][CH3:15])=[O:12])=[CH:9][N:10]=2)[CH:7]=1.[CH2:16]([C:19]#[N:20])[CH:17]=[CH2:18].[B-](F)(F)(F)F.CC([PH+](C(C)(C)C)C(C)(C)C)(C)C.C1(CNCC2CCCCC2)CCCCC1. (2) Given the product [Br:1][C:2]1[N:7]=[C:6]([N:8]2[CH2:14][CH:13]([OH:15])[CH2:12][N:11]([C:20]([O:22][C:23]([CH3:26])([CH3:25])[CH3:24])=[O:19])[CH2:10][CH2:9]2)[C:5]([O:16][CH3:17])=[CH:4][CH:3]=1, predict the reactants needed to synthesize it. The reactants are: [Br:1][C:2]1[N:7]=[C:6]([N:8]2[CH2:14][CH:13]([OH:15])[CH2:12][NH:11][CH2:10][CH2:9]2)[C:5]([O:16][CH3:17])=[CH:4][CH:3]=1.C(=O)(OC(C)(C)C)[O:19][C:20]([O:22][C:23]([CH3:26])([CH3:25])[CH3:24])=O.C(=O)(O)[O-].[Na+].